Dataset: Catalyst prediction with 721,799 reactions and 888 catalyst types from USPTO. Task: Predict which catalyst facilitates the given reaction. (1) Reactant: [F:1][C:2]1[CH:3]=[C:4]([CH:10]=[C:11]([F:13])[CH:12]=1)[C@H:5]([OH:9])[C:6]([OH:8])=O.Cl.[NH2:15][C@H:16]([C:18]([NH:20][N:21]1[C:27](=[O:28])[CH:26]([CH3:29])[C:25]2[CH:30]=[C:31]([F:34])[CH:32]=[CH:33][C:24]=2[C:23]2[CH:35]=[CH:36][CH:37]=[CH:38][C:22]1=2)=[O:19])[CH3:17]. Product: [F:13][C:11]1[CH:10]=[C:4]([CH:3]=[C:2]([F:1])[CH:12]=1)[C@H:5]([OH:9])[C:6]([NH:15][C@H:16]([C:18]([NH:20][N:21]1[C:27](=[O:28])[CH:26]([CH3:29])[C:25]2[CH:30]=[C:31]([F:34])[CH:32]=[CH:33][C:24]=2[C:23]2[CH:35]=[CH:36][CH:37]=[CH:38][C:22]1=2)=[O:19])[CH3:17])=[O:8]. The catalyst class is: 254. (2) Reactant: [F:1][C:2]1[CH:7]=[CH:6][C:5]([CH:8]2[C:12](=[O:13])[O:11][C:10](=[O:14])[NH:9]2)=[CH:4][CH:3]=1.Cl[C:16]([O:18][CH2:19][C:20]1[CH:25]=[CH:24][CH:23]=[CH:22][CH:21]=1)=[O:17].CN1CCOCC1. Product: [F:1][C:2]1[CH:3]=[CH:4][C:5]([CH:8]2[C:12](=[O:13])[O:11][C:10](=[O:14])[N:9]2[C:16]([O:18][CH2:19][C:20]2[CH:25]=[CH:24][CH:23]=[CH:22][CH:21]=2)=[O:17])=[CH:6][CH:7]=1. The catalyst class is: 1.